Task: Predict the reactants needed to synthesize the given product.. Dataset: Full USPTO retrosynthesis dataset with 1.9M reactions from patents (1976-2016) (1) Given the product [NH:9]1[C:17]2[C:12](=[CH:13][CH:14]=[CH:15][CH:16]=2)[C:11]([CH:18]=[CH:19][C:20]([NH:1][O:2][CH:3]2[CH2:8][CH2:7][CH2:6][CH2:5][O:4]2)=[O:21])=[CH:10]1, predict the reactants needed to synthesize it. The reactants are: [NH2:1][O:2][CH:3]1[CH2:8][CH2:7][CH2:6][CH2:5][O:4]1.[NH:9]1[C:17]2[C:12](=[CH:13][CH:14]=[CH:15][CH:16]=2)[C:11](/[CH:18]=[CH:19]/[C:20](O)=[O:21])=[CH:10]1.C1CN([P+](ON2N=NC3C=CC=CC2=3)(N2CCCC2)N2CCCC2)CC1.F[P-](F)(F)(F)(F)F.C(N(CC)CC)C. (2) Given the product [CH3:29][O:30][C:31](=[O:43])[CH:32]([O:34][C:35]1[CH:40]=[CH:39][C:38]([NH:41][C:14](=[O:16])[CH:13]([N:12]2[C:11]3[CH:23]=[C:24]([F:28])[C:25]([F:27])=[CH:26][C:10]=3[N:9]=[C:8]2[C:5]2[CH:6]=[CH:7][C:2]([Cl:1])=[CH:3][CH:4]=2)[CH:17]2[CH2:22][CH2:21][CH2:20][CH2:19][CH2:18]2)=[C:37]([F:42])[CH:36]=1)[CH3:33], predict the reactants needed to synthesize it. The reactants are: [Cl:1][C:2]1[CH:7]=[CH:6][C:5]([C:8]2[N:12]([CH:13]([CH:17]3[CH2:22][CH2:21][CH2:20][CH2:19][CH2:18]3)[C:14]([OH:16])=O)[C:11]3[CH:23]=[C:24]([F:28])[C:25]([F:27])=[CH:26][C:10]=3[N:9]=2)=[CH:4][CH:3]=1.[CH3:29][O:30][C:31](=[O:43])[CH:32]([O:34][C:35]1[CH:40]=[CH:39][C:38]([NH2:41])=[C:37]([F:42])[CH:36]=1)[CH3:33]. (3) Given the product [CH3:14][CH:15]([CH3:19])[CH2:16][CH2:17][NH:18][C:11]([C:8]1[CH:7]=[CH:6][C:5]([C:3]([OH:2])=[O:4])=[CH:10][N:9]=1)=[O:13], predict the reactants needed to synthesize it. The reactants are: C[O:2][C:3]([C:5]1[CH:6]=[CH:7][C:8]([C:11]([OH:13])=O)=[N:9][CH:10]=1)=[O:4].[CH3:14][CH:15]([CH3:19])[CH2:16][CH2:17][NH2:18]. (4) Given the product [Si:21]([O:20][C@@H:16]1[CH2:17][CH:18]=[CH:19][CH2:29][C@@H:2]([CH3:1])[C:3](=[O:4])[O:5][CH2:6][C@@H:7]([C:8]2[CH:13]=[CH:12][CH:11]=[CH:10][CH:9]=2)[NH:14][C:15]1=[O:28])([C:24]([CH3:26])([CH3:25])[CH3:27])([CH3:22])[CH3:23], predict the reactants needed to synthesize it. The reactants are: [CH3:1][C@H:2]([CH2:29]C=C)[C:3]([O:5][CH2:6][C@H:7]([NH:14][C:15](=[O:28])[C@H:16]([O:20][Si:21]([C:24]([CH3:27])([CH3:26])[CH3:25])([CH3:23])[CH3:22])[CH2:17][CH:18]=[CH2:19])[C:8]1[CH:13]=[CH:12][CH:11]=[CH:10][CH:9]=1)=[O:4].